Dataset: Catalyst prediction with 721,799 reactions and 888 catalyst types from USPTO. Task: Predict which catalyst facilitates the given reaction. (1) Product: [CH2:1]([O:8][C:9]1[CH:10]=[C:11]([CH:17]([C:19]2[CH:24]=[CH:23][C:22]([O:25][CH3:26])=[C:21]([O:27][CH2:28][C:29]3[CH:34]=[CH:33][CH:32]=[CH:31][CH:30]=3)[CH:20]=2)[N:35]2[CH:39]=[N:38][CH:37]=[N:36]2)[CH:12]=[CH:13][C:14]=1[O:15][CH3:16])[C:2]1[CH:7]=[CH:6][CH:5]=[CH:4][CH:3]=1. The catalyst class is: 11. Reactant: [CH2:1]([O:8][C:9]1[CH:10]=[C:11]([CH:17]([C:19]2[CH:24]=[CH:23][C:22]([O:25][CH3:26])=[C:21]([O:27][CH2:28][C:29]3[CH:34]=[CH:33][CH:32]=[CH:31][CH:30]=3)[CH:20]=2)O)[CH:12]=[CH:13][C:14]=1[O:15][CH3:16])[C:2]1[CH:7]=[CH:6][CH:5]=[CH:4][CH:3]=1.[NH:35]1[CH:39]=[N:38][CH:37]=[N:36]1.CC1C=CC(S(O)(=O)=O)=CC=1. (2) Reactant: CCN(C(C)C)C(C)C.[OH:10][C:11]1[CH:12]=[CH:13][CH:14]=[C:15]2[C:20]=1[O:19][C:18](=[O:21])[C:17]([C:22]([OH:24])=O)=[CH:16]2.CN(C(ON1N=NC2C=CC=NC1=2)=[N+](C)C)C.F[P-](F)(F)(F)(F)F.[O:49]=[C:50]1[C:59]2[C:54](=[CH:55][CH:56]=[C:57]([C:60]3[CH:61]=[C:62]([NH2:66])[CH:63]=[CH:64][CH:65]=3)[CH:58]=2)[O:53][CH:52]=[CH:51]1. Product: [O:49]=[C:50]1[C:59]2[C:54](=[CH:55][CH:56]=[C:57]([C:60]3[CH:61]=[C:62]([NH:66][C:22]([C:17]4[C:18](=[O:21])[O:19][C:20]5[C:15]([CH:16]=4)=[CH:14][CH:13]=[CH:12][C:11]=5[OH:10])=[O:24])[CH:63]=[CH:64][CH:65]=3)[CH:58]=2)[O:53][CH:52]=[CH:51]1. The catalyst class is: 3.